Dataset: Forward reaction prediction with 1.9M reactions from USPTO patents (1976-2016). Task: Predict the product of the given reaction. (1) Given the reactants [OH:1][C@H:2]1[CH2:6][N:5](C(OC(C)(C)C)=O)[C@H:4]([C:14]([O:16][CH2:17][C:18]2[CH:23]=[CH:22][CH:21]=[CH:20][CH:19]=2)=[O:15])[CH2:3]1.[ClH:24].CCOC(C)=O, predict the reaction product. The product is: [ClH:24].[OH:1][C@H:2]1[CH2:6][NH:5][C@H:4]([C:14]([O:16][CH2:17][C:18]2[CH:23]=[CH:22][CH:21]=[CH:20][CH:19]=2)=[O:15])[CH2:3]1. (2) Given the reactants [CH2:1]1[C:3]2([CH2:8][CH2:7][C:6](=O)[CH2:5][C:4]2=[O:10])[CH2:2]1.[NH2:11][C:12]1[CH:19]=[CH:18][C:15]([C:16]#[N:17])=[C:14]([C:20]([F:23])([F:22])[F:21])[CH:13]=1.C1(C)C=CC(S(O)(=O)=O)=CC=1, predict the reaction product. The product is: [O:10]=[C:4]1[CH:5]=[C:6]([NH:11][C:12]2[CH:19]=[CH:18][C:15]([C:16]#[N:17])=[C:14]([C:20]([F:21])([F:22])[F:23])[CH:13]=2)[CH2:7][CH2:8][C:3]21[CH2:1][CH2:2]2. (3) Given the reactants OS(O)(=O)=O.[CH3:6][C:7]1([CH3:18])[CH2:13][CH2:12][CH2:11][NH:10][C:9]2[CH:14]=[CH:15][CH:16]=[CH:17][C:8]1=2.[N+:19]([O-])([OH:21])=[O:20], predict the reaction product. The product is: [CH3:6][C:7]1([CH3:18])[CH2:13][CH2:12][CH2:11][NH:10][C:9]2[CH:14]=[C:15]([N+:19]([O-:21])=[O:20])[CH:16]=[CH:17][C:8]1=2.